This data is from Full USPTO retrosynthesis dataset with 1.9M reactions from patents (1976-2016). The task is: Predict the reactants needed to synthesize the given product. (1) Given the product [F:1][C:2]1[CH:3]=[CH:4][C:5]([N:13]2[CH2:14][CH2:15][N:16]([CH2:19][CH2:20][C:21]3[CH:22]=[C:23]([CH:24]=[CH:25][CH:26]=3)[NH2:27])[CH2:17][CH2:18]2)=[C:6]2[C:11]=1[N:10]=[C:9]([CH3:12])[CH:8]=[CH:7]2, predict the reactants needed to synthesize it. The reactants are: [F:1][C:2]1[CH:3]=[CH:4][C:5]([N:13]2[CH2:18][CH2:17][N:16]([CH2:19][CH2:20][C:21]3[CH:26]=[CH:25][CH:24]=[C:23]([N+:27]([O-])=O)[CH:22]=3)[CH2:15][CH2:14]2)=[C:6]2[C:11]=1[N:10]=[C:9]([CH3:12])[CH:8]=[CH:7]2.[Cl-].[NH4+]. (2) Given the product [C:8]([C:4]1[CH:5]=[C:6]([CH2:17][CH2:16][CH2:15][OH:18])[CH:7]=[C:2]([CH3:1])[C:3]=1[OH:12])([CH3:9])([CH3:11])[CH3:10], predict the reactants needed to synthesize it. The reactants are: [CH3:1][C:2]1[CH:7]=[CH:6][CH:5]=[C:4]([C:8]([CH3:11])([CH3:10])[CH3:9])[C:3]=1[OH:12].CO.[CH2:15]([OH:18])[CH:16]=[CH2:17]. (3) Given the product [Cl:17][C:18]1[CH:19]=[C:20]2[C:25](=[CH:26][CH:27]=1)[CH:24]=[C:23]([S:28][CH2:29][CH2:30][CH2:31][N:7]1[CH2:6][CH2:5][N:4]([C:8]([O:10][C:11]([CH3:14])([CH3:13])[CH3:12])=[O:9])[CH2:3][C:2]1=[O:1])[CH:22]=[CH:21]2, predict the reactants needed to synthesize it. The reactants are: [O:1]=[C:2]1[NH:7][CH2:6][CH2:5][N:4]([C:8]([O:10][C:11]([CH3:14])([CH3:13])[CH3:12])=[O:9])[CH2:3]1.[H-].[Na+].[Cl:17][C:18]1[CH:27]=[CH:26][C:25]2[C:20](=[CH:21][CH:22]=[C:23]([S:28][CH2:29][CH2:30][CH2:31]Cl)[CH:24]=2)[CH:19]=1.O. (4) Given the product [ClH:53].[CH2:62]([C:69]1[C:73]2[C:74]([NH:59][CH2:58][C:57]3[CH:60]=[CH:61][C:54]([Cl:53])=[CH:55][CH:56]=3)=[N:75][CH:76]=[CH:77][C:72]=2[NH:71][C:70]=1[CH3:79])[C:63]1[CH:64]=[CH:65][CH:66]=[CH:67][CH:68]=1, predict the reactants needed to synthesize it. The reactants are: C(=O)([O-])[O-].[Cs+].[Cs+].C1C=CC(P(C2C=CC3C(=CC=CC=3)C=2C2C3C(=CC=CC=3)C=CC=2P(C2C=CC=CC=2)C2C=CC=CC=2)C2C=CC=CC=2)=CC=1.[Cl:53][C:54]1[CH:61]=[CH:60][C:57]([CH2:58][NH2:59])=[CH:56][CH:55]=1.[CH2:62]([C:69]1[C:73]2[C:74](Cl)=[N:75][CH:76]=[CH:77][C:72]=2[NH:71][C:70]=1[CH3:79])[C:63]1[CH:68]=[CH:67][CH:66]=[CH:65][CH:64]=1. (5) Given the product [CH3:22][O:21][C:9]1[CH:10]=[C:11]2[C:16](=[CH:17][C:8]=1[N:1]1[CH2:6][CH2:5][O:4][CH2:3][CH2:2]1)[N:15]=[CH:14][C:13]([C:18]#[N:19])=[C:12]2[CH3:20], predict the reactants needed to synthesize it. The reactants are: [NH:1]1[CH2:6][CH2:5][O:4][CH2:3][CH2:2]1.F[C:8]1[CH:17]=[C:16]2[C:11]([C:12]([CH3:20])=[C:13]([C:18]#[N:19])[CH:14]=[N:15]2)=[CH:10][C:9]=1[O:21][CH3:22]. (6) Given the product [C:25]1([C:24]2[O:32][C:21]([CH:20]3[CH2:19][C:18]4[C:13](=[CH:14][CH:15]=[CH:16][CH:17]=4)[CH2:12][NH:11]3)=[N:22][CH:23]=2)[CH:26]=[CH:27][CH:28]=[CH:29][CH:30]=1, predict the reactants needed to synthesize it. The reactants are: C(OC([N:11]1[CH:20]([C:21](=[O:32])[NH:22][CH2:23][C:24](=O)[C:25]2[CH:30]=[CH:29][CH:28]=[CH:27][CH:26]=2)[CH2:19][C:18]2[C:13](=[CH:14][CH:15]=[CH:16][CH:17]=2)[CH2:12]1)=O)C1C=CC=CC=1.C(OC(N1C(C(=O)NCC(=O)C2C=CC=CC=2)CC2C(=CC=CC=2)C1)=O)(C)(C)C.O=P(Cl)(Cl)Cl. (7) Given the product [O:9]1[C:10]2([CH2:11][CH2:12][N:13]([C:16]([O:18][C:19]([CH3:22])([CH3:21])[CH3:20])=[O:17])[CH2:14][CH2:15]2)[CH2:2]1, predict the reactants needed to synthesize it. The reactants are: [I-].[CH3:2][S+](C)(C)=O.[H-].[Na+].[O:9]=[C:10]1[CH2:15][CH2:14][N:13]([C:16]([O:18][C:19]([CH3:22])([CH3:21])[CH3:20])=[O:17])[CH2:12][CH2:11]1.[Cl-].[NH4+].